From a dataset of M1 muscarinic receptor antagonist screen with 61,756 compounds. Binary Classification. Given a drug SMILES string, predict its activity (active/inactive) in a high-throughput screening assay against a specified biological target. (1) The compound is O=C(N1CCCC1)c1nnn(c1C)c1nonc1N. The result is 0 (inactive). (2) The compound is O=C1N(CCC1)c1ccc(cc1)C(=O)NCc1ccc(OC)cc1. The result is 0 (inactive). (3) The molecule is O(C(=O)C1CCN(CC1)c1nc(nc2c1oc1c2cccc1)c1ccccc1)CC. The result is 0 (inactive). (4) The result is 0 (inactive). The molecule is S(CCC(=O)Nc1ccccc1)c1n(C)cnn1. (5) The compound is O1CCN(CC1)C(Oc1ccc(cc1)c1ocnn1)=O. The result is 0 (inactive). (6) The molecule is S(=O)(=O)(N1CCC2(OCCO2)CC1)N1CCC(CC1)C(=O)N1CCN(CC1)Cc1ccccc1. The result is 0 (inactive).